This data is from Forward reaction prediction with 1.9M reactions from USPTO patents (1976-2016). The task is: Predict the product of the given reaction. (1) Given the reactants C([O:5][C:6](=[O:29])[CH2:7][CH2:8][N:9]1[CH2:14][CH2:13][O:12][CH:11]([C:15]2[CH:20]=[CH:19][C:18]([O:21][CH2:22][C:23]3[CH:28]=[CH:27][CH:26]=[CH:25][CH:24]=3)=[CH:17][CH:16]=2)[CH2:10]1)(C)(C)C.[C:30]([OH:36])([C:32]([F:35])([F:34])[F:33])=[O:31].O, predict the reaction product. The product is: [F:33][C:32]([F:35])([F:34])[C:30]([OH:36])=[O:31].[CH2:22]([O:21][C:18]1[CH:17]=[CH:16][C:15]([CH:11]2[O:12][CH2:13][CH2:14][N:9]([CH2:8][CH2:7][C:6]([OH:29])=[O:5])[CH2:10]2)=[CH:20][CH:19]=1)[C:23]1[CH:24]=[CH:25][CH:26]=[CH:27][CH:28]=1. (2) Given the reactants [Br:1][C:2]1[CH:7]=[CH:6][C:5]([C:8](=[O:17])[C:9](=[N:15]O)[C:10]([O:12][CH2:13][CH3:14])=[O:11])=[CH:4][CH:3]=1.C(O)(=O)C.O, predict the reaction product. The product is: [NH2:15][CH:9]([C:8]([C:5]1[CH:4]=[CH:3][C:2]([Br:1])=[CH:7][CH:6]=1)=[O:17])[C:10]([O:12][CH2:13][CH3:14])=[O:11]. (3) Given the reactants [NH:1]1[CH:5]=[CH:4][N:3]=[CH:2]1.[H-].[Na+].C1(C)C=CC(S(O[CH2:18][CH:19]2[CH2:23][S:22][C:21]([NH:24][C:25](=[O:31])[O:26][C:27]([CH3:30])([CH3:29])[CH3:28])=[N:20]2)(=O)=O)=CC=1, predict the reaction product. The product is: [NH:1]1[CH:5]=[CH:4][N:3]=[C:2]1[CH2:18][CH:19]1[CH2:23][S:22][C:21]([NH:24][C:25](=[O:31])[O:26][C:27]([CH3:30])([CH3:29])[CH3:28])=[N:20]1. (4) Given the reactants [C:1]1([C:7](=O)[C:8](=[N:12][OH:13])[C:9](=O)[CH3:10])[CH:6]=[CH:5][CH:4]=[CH:3][CH:2]=1.Cl.Cl.[CH2:17]([NH:24][NH2:25])[C:18]1[CH:23]=[CH:22][CH:21]=[CH:20][CH:19]=1, predict the reaction product. The product is: [CH2:17]([N:24]1[C:7]([C:1]2[CH:6]=[CH:5][CH:4]=[CH:3][CH:2]=2)=[C:8]([N:12]=[O:13])[C:9]([CH3:10])=[N:25]1)[C:18]1[CH:23]=[CH:22][CH:21]=[CH:20][CH:19]=1. (5) Given the reactants [NH2:1][C:2]1[CH:3]=[C:4]([C:8]2[NH:26][C:11]3=[N:12][CH:13]=[C:14]([NH:16][C:17](=[O:25])[C:18]4[CH:23]=[CH:22][CH:21]=[CH:20][C:19]=4[Cl:24])[CH:15]=[C:10]3[N:9]=2)[CH:5]=[CH:6][CH:7]=1.[C:27](Cl)(=[O:29])[CH3:28], predict the reaction product. The product is: [C:27]([NH:1][C:2]1[CH:3]=[C:4]([C:8]2[NH:26][C:11]3=[N:12][CH:13]=[C:14]([NH:16][C:17](=[O:25])[C:18]4[CH:23]=[CH:22][CH:21]=[CH:20][C:19]=4[Cl:24])[CH:15]=[C:10]3[N:9]=2)[CH:5]=[CH:6][CH:7]=1)(=[O:29])[CH3:28]. (6) Given the reactants [CH3:1][OH:2].II.O.[SH:6][C:7]1[CH:12]=[CH:11][CH:10]=[CH:9][C:8]=1[OH:13], predict the reaction product. The product is: [OH:13][C:8]1[CH:9]=[CH:10][CH:11]=[CH:12][C:7]=1[S:6][S:6][C:7]1[CH:8]=[CH:9][CH:10]=[CH:11][C:1]=1[OH:2]. (7) Given the reactants [C:1]([C:5]1[CH:6]=[C:7]([NH:11][C:12](=[O:25])[C:13]2[CH:18]=[CH:17][C:16]([CH:19]3[CH2:24][CH2:23][NH:22][CH2:21][CH2:20]3)=[CH:15][CH:14]=2)[CH:8]=[CH:9][CH:10]=1)([CH3:4])([CH3:3])[CH3:2].Br[C:27]1[CH:28]=[C:29]([CH:33]=[CH:34][CH:35]=1)[C:30]([OH:32])=[O:31].C(C1C=C(NC(C2C=CC(N3CCN(C4C=CC(C(O)=O)=CC=4)CC3)=C(F)C=2)=O)C=CC=1)(C)(C)C, predict the reaction product. The product is: [C:1]([C:5]1[CH:6]=[C:7]([NH:11][C:12]([C:13]2[CH:14]=[CH:15][C:16]([CH:19]3[CH2:24][CH2:23][N:22]([C:27]4[CH:28]=[C:29]([CH:33]=[CH:34][CH:35]=4)[C:30]([OH:32])=[O:31])[CH2:21][CH2:20]3)=[CH:17][CH:18]=2)=[O:25])[CH:8]=[CH:9][CH:10]=1)([CH3:4])([CH3:2])[CH3:3]. (8) Given the reactants F[C:2]1[C:3]([CH3:22])=[N:4][C:5]2[C:10]([N:11]=1)=[C:9]([C:12]1[NH:20][C:19]3[CH2:18][CH2:17][NH:16][C:15](=[O:21])[C:14]=3[CH:13]=1)[CH:8]=[CH:7][CH:6]=2.[CH3:23][C:24]1([NH2:28])[CH2:27][O:26][CH2:25]1.CCN(C(C)C)C(C)C, predict the reaction product. The product is: [CH3:22][C:3]1[C:2]([NH:28][C:24]2([CH3:23])[CH2:27][O:26][CH2:25]2)=[N:11][C:10]2[C:5](=[CH:6][CH:7]=[CH:8][C:9]=2[C:12]2[NH:20][C:19]3[CH2:18][CH2:17][NH:16][C:15](=[O:21])[C:14]=3[CH:13]=2)[N:4]=1. (9) Given the reactants [NH2:1][C:2]1[C:3]([C:8]([OH:10])=O)=[N:4][CH:5]=[CH:6][CH:7]=1.[N:11]1[CH:16]=[CH:15][CH:14]=[C:13]([N:17]=[C:18]=[S:19])[CH:12]=1, predict the reaction product. The product is: [N:11]1[CH:16]=[CH:15][CH:14]=[C:13]([N:17]2[C:8](=[O:10])[C:3]3[N:4]=[CH:5][CH:6]=[CH:7][C:2]=3[NH:1][C:18]2=[S:19])[CH:12]=1.